From a dataset of Full USPTO retrosynthesis dataset with 1.9M reactions from patents (1976-2016). Predict the reactants needed to synthesize the given product. (1) Given the product [Br:1][C:2]1[CH:11]=[CH:10][C:9]2[N:8]=[C:7]([NH:35][C:34]3[CH:33]=[CH:32][C:31]([N:25]4[CH2:30][CH2:29][CH2:28][CH2:27][CH2:26]4)=[CH:37][CH:36]=3)[C:6]3=[N:13][NH:14][CH:15]=[C:5]3[C:4]=2[CH:3]=1, predict the reactants needed to synthesize it. The reactants are: [Br:1][C:2]1[CH:11]=[CH:10][C:9]2[N:8]=[C:7](Cl)[C:6]3=[N:13][N:14](CC4C=CC(OC)=CC=4)[CH:15]=[C:5]3[C:4]=2[CH:3]=1.[N:25]1([C:31]2[CH:37]=[CH:36][C:34]([NH2:35])=[CH:33][CH:32]=2)[CH2:30][CH2:29][CH2:28][CH2:27][CH2:26]1.Cl. (2) Given the product [CH:24]1([C:30]2[O:31][C:32]([CH3:48])=[C:33]([CH2:35][CH2:36][O:37][C:10]3[CH:9]=[CH:8][C:7]([CH2:6][C:5]([CH3:22])([O:14][C:15]4[CH:20]=[CH:19][C:18]([CH3:21])=[CH:17][CH:16]=4)[C:4]([OH:23])=[O:3])=[CH:12][CH:11]=3)[N:34]=2)[CH2:25][CH2:26][CH2:27][CH2:28][CH2:29]1, predict the reactants needed to synthesize it. The reactants are: C([O:3][C:4](=[O:23])[C:5]([CH3:22])([O:14][C:15]1[CH:20]=[CH:19][C:18]([CH3:21])=[CH:17][CH:16]=1)[CH2:6][C:7]1[CH:12]=[CH:11][C:10](O)=[CH:9][CH:8]=1)C.[CH:24]1([C:30]2[O:31][C:32]([CH3:48])=[C:33]([CH2:35][CH2:36][O:37]S(C3C=CC(C)=CC=3)(=O)=O)[N:34]=2)[CH2:29][CH2:28][CH2:27][CH2:26][CH2:25]1. (3) Given the product [C:27]1([C:3]2([N:2]([CH3:1])[CH3:26])[CH2:4][CH2:5][CH:6]([CH2:9][O:10][CH2:11][C:12]#[C:13][Si:14]([CH2:15][CH3:16])([CH2:17][CH3:18])[CH2:19][CH3:20])[CH2:7][CH2:8]2)[CH:32]=[CH:31][CH:30]=[CH:29][CH:28]=1, predict the reactants needed to synthesize it. The reactants are: [CH3:1][N:2]([CH3:26])[C:3]1(N2C=CN=N2)[CH2:8][CH2:7][CH:6]([CH2:9][O:10][CH2:11][C:12]#[C:13][Si:14]([CH2:19][CH3:20])([CH2:17][CH3:18])[CH2:15][CH3:16])[CH2:5][CH2:4]1.[C:27]1([Mg]Cl)[CH:32]=[CH:31][CH:30]=[CH:29][CH:28]=1.[Cl-].[NH4+].O. (4) Given the product [CH2:1]([O:8][C:9]1[C:10](=[O:19])[C:11]([Cl:18])=[C:12]([C:16]([OH:23])=[O:17])[N:13]([CH3:15])[CH:14]=1)[C:2]1[CH:3]=[CH:4][CH:5]=[CH:6][CH:7]=1, predict the reactants needed to synthesize it. The reactants are: [CH2:1]([O:8][C:9]1[C:10](=[O:19])[C:11]([Cl:18])=[C:12]([CH2:16][OH:17])[N:13]([CH3:15])[CH:14]=1)[C:2]1[CH:7]=[CH:6][CH:5]=[CH:4][CH:3]=1.[Br-].[K+].Cl[O-:23].[Na+].Cl. (5) Given the product [OH:11][C:12]1[CH:19]=[C:18]([OH:20])[CH:17]=[CH:16][C:13]=1[CH:14]=[C:5]1[C:4](=[O:7])[CH:3]=[C:2]([CH3:1])[O:6]1, predict the reactants needed to synthesize it. The reactants are: [CH3:1][C:2]1[O:6][CH2:5][C:4](=[O:7])[CH:3]=1.[Cl-].[Ca+2].[Cl-].[OH:11][C:12]1[CH:19]=[C:18]([OH:20])[CH:17]=[CH:16][C:13]=1[CH:14]=O.B(OC(CC)C)(OC(CC)C)OC(CC)C. (6) The reactants are: [N:1]1[C:9]2[C:4](=[N:5][CH:6]=[CH:7][CH:8]=2)[NH:3][C:2]=1[CH2:10][C:11]#[N:12].[CH3:13][C:14]1[S:15][CH:16]=[C:17]([CH:19]([C:25](=O)[CH3:26])[C:20](OCC)=[O:21])[N:18]=1.C([O-])(=O)C.[NH4+].O. Given the product [CH3:26][C:25]1[CH:19]([C:17]2[N:18]=[C:14]([CH3:13])[S:15][CH:16]=2)[C:20](=[O:21])[N:1]2[C:9]3[CH:8]=[CH:7][CH:6]=[N:5][C:4]=3[N:3]=[C:2]2[C:10]=1[C:11]#[N:12], predict the reactants needed to synthesize it. (7) The reactants are: Br[C:2]1[N:3]=[C:4]([C:11]([C:13]2[CH:18]=[CH:17][CH:16]=[CH:15][C:14]=2[C:19]([F:22])([F:21])[F:20])=[O:12])[N:5]2[CH2:10][CH2:9][CH2:8][CH2:7][C:6]=12.[CH3:23][O:24][C:25]([C:27]1[CH:32]=[CH:31][C:30](B(O)O)=[CH:29][CH:28]=1)=[O:26].[O-]P([O-])([O-])=O.[K+].[K+].[K+]. Given the product [F:20][C:19]([F:22])([F:21])[C:14]1[CH:15]=[CH:16][CH:17]=[CH:18][C:13]=1[C:11]([C:4]1[N:5]2[CH2:10][CH2:9][CH2:8][CH2:7][C:6]2=[C:2]([C:30]2[CH:31]=[CH:32][C:27]([C:25]([O:24][CH3:23])=[O:26])=[CH:28][CH:29]=2)[N:3]=1)=[O:12], predict the reactants needed to synthesize it. (8) Given the product [CH3:9][NH:18][CH2:16][CH:6]([C:2]1[S:1][CH:5]=[CH:4][CH:3]=1)[OH:7], predict the reactants needed to synthesize it. The reactants are: [S:1]1[CH:5]=[CH:4][CH:3]=[C:2]1[CH:6]=[O:7].[I-].[CH3:9][S+](C)C.[OH-].[K+].O.[C:16](#[N:18])C. (9) Given the product [C:20]([OH:22])(=[O:21])[C:19]1[CH:24]=[CH:25][CH:16]=[N:17][CH:18]=1, predict the reactants needed to synthesize it. The reactants are: C(N(CC1CC1)C1C=CC(OC2C=C(C=C(OC(C)C)C=2)C(N[C:16]2[CH:25]=[CH:24][C:19]([C:20]([O:22]C)=[O:21])=[CH:18][N:17]=2)=O)=CC=1)(=O)C.[OH-].[Na+].Cl.